This data is from Forward reaction prediction with 1.9M reactions from USPTO patents (1976-2016). The task is: Predict the product of the given reaction. (1) The product is: [OH:29][C:23]([C:25]([F:28])([F:27])[F:26])=[O:24].[NH2:7][CH:8]([CH2:9][CH3:10])[CH:11]([C:12]1[O:13][C:14]2[C:15]([N:20]=1)=[N:16][CH:17]=[CH:18][CH:19]=2)[OH:21]. Given the reactants C(OC(=O)[NH:7][C@H:8]([CH:11]([OH:21])[C:12]1[O:13][C:14]2[C:15]([N:20]=1)=[N:16][CH:17]=[CH:18][CH:19]=2)[CH2:9][CH3:10])(C)(C)C.[C:23]([OH:29])([C:25]([F:28])([F:27])[F:26])=[O:24], predict the reaction product. (2) Given the reactants [CH3:1][C:2]1[CH:10]=[C:6]([C:7]([OH:9])=O)[C:5]([OH:11])=[CH:4][CH:3]=1.[CH3:12][C:13]([C:16]1[CH:22]=[CH:21][C:20]([C:23]([CH3:26])([CH3:25])[CH3:24])=[CH:19][C:17]=1[NH2:18])([CH3:15])[CH3:14], predict the reaction product. The product is: [CH3:15][C:13]([C:16]1[CH:22]=[CH:21][C:20]([C:23]([CH3:26])([CH3:25])[CH3:24])=[CH:19][C:17]=1[NH:18][C:7](=[O:9])[C:6]1[CH:10]=[C:2]([CH3:1])[CH:3]=[CH:4][C:5]=1[OH:11])([CH3:12])[CH3:14]. (3) Given the reactants [F:1][C:2]1[CH:7]=[CH:6][CH:5]=[CH:4][C:3]=1[CH:8]([C:13]1[C:21]2[C:16](=[CH:17][C:18]([N:22]3[CH2:27][CH2:26][O:25][CH2:24][CH2:23]3)=[CH:19][CH:20]=2)[NH:15][CH:14]=1)[CH2:9][N+:10]([O-])=O.[H][H], predict the reaction product. The product is: [F:1][C:2]1[CH:7]=[CH:6][CH:5]=[CH:4][C:3]=1[CH:8]([C:13]1[C:21]2[C:16](=[CH:17][C:18]([N:22]3[CH2:23][CH2:24][O:25][CH2:26][CH2:27]3)=[CH:19][CH:20]=2)[NH:15][CH:14]=1)[CH2:9][NH2:10]. (4) Given the reactants Br[C:2]1[CH:7]=[CH:6][CH:5]=[CH:4][C:3]=1[Cl:8].[Cl:9][C:10]1[CH:15]=[CH:14][CH:13]=[C:12]([O:16][CH3:17])[C:11]=1B(O)O.CC1C=CC(S(OCC2CC3C(C4C=CC=CC=4)=CC=CC=3O2)(=O)=O)=CC=1, predict the reaction product. The product is: [CH3:17][O:16][C:12]1[C:11]([C:2]2[CH:7]=[CH:6][CH:5]=[CH:4][C:3]=2[Cl:8])=[C:10]([Cl:9])[CH:15]=[CH:14][CH:13]=1. (5) The product is: [Si:42]([O:41][CH:28]([CH2:29][N:30]1[C:38](=[O:39])[C:37]2[C:32](=[CH:33][CH:34]=[CH:35][CH:36]=2)[C:31]1=[O:40])[CH2:27][N:15]1[C:16]([C:17]2[S:18][CH:19]=[C:20]([CH3:22])[N:21]=2)=[C:12]2[C:13]([N:8]([CH3:7])[C:9](=[O:25])[N:10]([CH3:24])[C:11]2=[O:23])=[CH:14]1)([C:45]([CH3:48])([CH3:46])[CH3:47])([CH3:44])[CH3:43]. Given the reactants C(=O)([O-])[O-].[Cs+].[Cs+].[CH3:7][N:8]1[C:13]2=[CH:14][NH:15][C:16]([C:17]3[S:18][CH:19]=[C:20]([CH3:22])[N:21]=3)=[C:12]2[C:11](=[O:23])[N:10]([CH3:24])[C:9]1=[O:25].Br[CH2:27][CH:28]([O:41][Si:42]([C:45]([CH3:48])([CH3:47])[CH3:46])([CH3:44])[CH3:43])[CH2:29][N:30]1[C:38](=[O:39])[C:37]2[C:32](=[CH:33][CH:34]=[CH:35][CH:36]=2)[C:31]1=[O:40], predict the reaction product.